From a dataset of Forward reaction prediction with 1.9M reactions from USPTO patents (1976-2016). Predict the product of the given reaction. (1) Given the reactants [C:1]([C:3]1[CH:4]=[C:5]([NH:9][C:10](=[O:24])[CH2:11][CH2:12][CH2:13][C:14]2[CH:19]=[CH:18][C:17](B(O)O)=[CH:16][C:15]=2[CH3:23])[CH:6]=[CH:7][CH:8]=1)#[N:2].[NH2:25][C:26]1[CH:27]=[C:28]2[C:33](=[CH:34][CH:35]=1)[C:32]([N:36]([C:44]([O:46][C:47]([CH3:50])([CH3:49])[CH3:48])=[O:45])[C:37]([O:39][C:40]([CH3:43])([CH3:42])[CH3:41])=[O:38])=[N:31][CH:30]=[CH:29]2.O.[C:52]([OH:56])(=[O:55])[CH:53]=O, predict the reaction product. The product is: [C:47]([O:46][C:44]([N:36]([C:37]([O:39][C:40]([CH3:41])([CH3:42])[CH3:43])=[O:38])[C:32]1[C:33]2[C:28](=[CH:27][C:26]([NH:25][CH:53]([C:17]3[CH:18]=[CH:19][C:14]([CH2:13][CH2:12][CH2:11][C:10]([NH:9][C:5]4[CH:6]=[CH:7][CH:8]=[C:3]([C:1]#[N:2])[CH:4]=4)=[O:24])=[C:15]([CH3:23])[CH:16]=3)[C:52]([OH:56])=[O:55])=[CH:35][CH:34]=2)[CH:29]=[CH:30][N:31]=1)=[O:45])([CH3:50])([CH3:49])[CH3:48]. (2) Given the reactants [C:1]([OH:12])(=[O:11])[C:2]1[C:3](=[CH:7][CH:8]=[CH:9][CH:10]=1)[C:4]([OH:6])=O.C1(C)C=CC(S(O)(=O)=O)=CC=1.FC(F)(F)S(O)(=O)=O.S(=O)(=O)(O)O, predict the reaction product. The product is: [C:4]1(=[O:6])[O:12][C:1](=[O:11])[C:2]2=[CH:10][CH:9]=[CH:8][CH:7]=[C:3]12. (3) Given the reactants [CH2:1]([N:3]([CH2:47][CH3:48])[CH2:4][CH2:5][N:6]([C:21]([CH2:23][N:24]1[CH:29]=[C:28]([CH2:30][C:31]2[CH:32]=[N:33][N:34]([CH3:36])[CH:35]=2)[C:27](=[O:37])[N:26]=[C:25]1[S:38][CH2:39][C:40]1[CH:45]=[CH:44][C:43]([F:46])=[CH:42][CH:41]=1)=[O:22])[CH2:7][C:8]1[CH:13]=[CH:12][C:11]([C:14]2[CH:19]=[CH:18][C:17]([Cl:20])=[CH:16][CH:15]=2)=[CH:10][CH:9]=1)[CH3:2].Cl.CCOCC, predict the reaction product. The product is: [ClH:20].[CH2:47]([N:3]([CH2:1][CH3:2])[CH2:4][CH2:5][N:6]([C:21]([CH2:23][N:24]1[CH:29]=[C:28]([CH2:30][C:31]2[CH:32]=[N:33][N:34]([CH3:36])[CH:35]=2)[C:27](=[O:37])[N:26]=[C:25]1[S:38][CH2:39][C:40]1[CH:45]=[CH:44][C:43]([F:46])=[CH:42][CH:41]=1)=[O:22])[CH2:7][C:8]1[CH:13]=[CH:12][C:11]([C:14]2[CH:15]=[CH:16][C:17]([Cl:20])=[CH:18][CH:19]=2)=[CH:10][CH:9]=1)[CH3:48].